Dataset: Full USPTO retrosynthesis dataset with 1.9M reactions from patents (1976-2016). Task: Predict the reactants needed to synthesize the given product. (1) Given the product [CH3:1][N:2]([CH2:3][C:4]#[C:5][C:8]1[CH:9]=[CH:10][C:11](/[C:14](/[C:31]2[CH:36]=[CH:35][CH:34]=[C:33]([C:37]([F:38])([F:39])[F:40])[CH:32]=2)=[CH:15]\[CH2:16][O:17][C:18]2[CH:29]=[CH:28][C:21]([O:22][CH2:23][C:24]([O:26][CH3:27])=[O:25])=[C:20]([CH3:30])[CH:19]=2)=[CH:12][CH:13]=1)[CH3:6], predict the reactants needed to synthesize it. The reactants are: [CH3:1][N:2]([CH3:6])[CH2:3][C:4]#[CH:5].I[C:8]1[CH:13]=[CH:12][C:11](/[C:14](/[C:31]2[CH:36]=[CH:35][CH:34]=[C:33]([C:37]([F:40])([F:39])[F:38])[CH:32]=2)=[CH:15]\[CH2:16][O:17][C:18]2[CH:29]=[CH:28][C:21]([O:22][CH2:23][C:24]([O:26][CH3:27])=[O:25])=[C:20]([CH3:30])[CH:19]=2)=[CH:10][CH:9]=1. (2) Given the product [CH2:12]([O:19][C:20](=[O:23])[CH:21]=[CH:22][C:2]1[CH:3]=[N:4][C:5]([C:8](=[O:9])[NH:10][CH3:11])=[N:6][CH:7]=1)[C:13]1[CH:18]=[CH:17][CH:16]=[CH:15][CH:14]=1, predict the reactants needed to synthesize it. The reactants are: Br[C:2]1[CH:3]=[N:4][C:5]([C:8]([NH:10][CH3:11])=[O:9])=[N:6][CH:7]=1.[CH2:12]([O:19][C:20](=[O:23])[CH:21]=[CH2:22])[C:13]1[CH:18]=[CH:17][CH:16]=[CH:15][CH:14]=1.C1(C)C=CC=CC=1P(C1C=CC=CC=1C)C1C=CC=CC=1C.C(N(CCCC)CCCC)CCC. (3) Given the product [Cl:1][C:2]1[CH:3]=[C:4]([CH:14]=[CH:15][C:16]=1[F:17])[O:5][CH2:6][C:7]([OH:9])=[O:8], predict the reactants needed to synthesize it. The reactants are: [Cl:1][C:2]1[CH:3]=[C:4]([CH:14]=[CH:15][C:16]=1[F:17])[O:5][CH2:6][C:7]([O:9]C(C)(C)C)=[O:8].C(O)(C(F)(F)F)=O. (4) Given the product [N:5]1([C:10]2[CH:15]=[C:14]([C:16]([OH:18])=[O:17])[CH:13]=[CH:12][N:11]=2)[CH:6]=[CH:7][CH:8]=[CH:9]1, predict the reactants needed to synthesize it. The reactants are: [OH-].[Na+].CO.[N:5]1([C:10]2[CH:15]=[C:14]([C:16]([O:18]C)=[O:17])[CH:13]=[CH:12][N:11]=2)[CH:9]=[CH:8][CH:7]=[CH:6]1.Cl. (5) Given the product [N+:10]([C:6]1[CH:7]=[CH:8][CH:9]=[C:2]([O:1][CH2:19][C:20]2[CH:25]=[CH:24][CH:23]=[CH:22][CH:21]=2)[C:3]=1[C:4]#[N:5])([O-:12])=[O:11], predict the reactants needed to synthesize it. The reactants are: [OH:1][C:2]1[CH:9]=[CH:8][CH:7]=[C:6]([N+:10]([O-:12])=[O:11])[C:3]=1[C:4]#[N:5].C([O-])([O-])=O.[Cs+].[Cs+].[CH2:19](Br)[C:20]1[CH:25]=[CH:24][CH:23]=[CH:22][CH:21]=1.